From a dataset of Peptide-MHC class II binding affinity with 134,281 pairs from IEDB. Regression. Given a peptide amino acid sequence and an MHC pseudo amino acid sequence, predict their binding affinity value. This is MHC class II binding data. (1) The binding affinity (normalized) is 0.674. The peptide sequence is MVSRLLLNRFTMTHRR. The MHC is DRB1_1302 with pseudo-sequence DRB1_1302. (2) The peptide sequence is SLETVAIDRPAEVRKHHHHHH. The MHC is HLA-DQA10201-DQB10301 with pseudo-sequence HLA-DQA10201-DQB10301. The binding affinity (normalized) is 0. (3) The peptide sequence is FIMAYVNQAHHIDLM. The MHC is DRB1_1302 with pseudo-sequence DRB1_1302. The binding affinity (normalized) is 0.171. (4) The peptide sequence is IGMTNRATWASHIHL. The MHC is HLA-DQA10103-DQB10603 with pseudo-sequence HLA-DQA10103-DQB10603. The binding affinity (normalized) is 0.447. (5) The peptide sequence is EEDLNKLRDLNKEVD. The MHC is DRB1_0405 with pseudo-sequence DRB1_0405. The binding affinity (normalized) is 0.421. (6) The MHC is HLA-DQA10102-DQB10602 with pseudo-sequence HLA-DQA10102-DQB10602. The peptide sequence is LNKMRAVWVDGKART. The binding affinity (normalized) is 0.321. (7) The peptide sequence is FSKYFGNVRLRECYA. The MHC is DRB1_0101 with pseudo-sequence DRB1_0101. The binding affinity (normalized) is 0.756. (8) The peptide sequence is LQSLTNLLSSNLSWL. The binding affinity (normalized) is 0.305. The MHC is DRB3_0101 with pseudo-sequence DRB3_0101.